Predict the product of the given reaction. From a dataset of Forward reaction prediction with 1.9M reactions from USPTO patents (1976-2016). (1) The product is: [CH3:18][C:9]1([C:6]2[CH:7]=[CH:8][C:3]([OH:2])=[CH:4][CH:5]=2)[CH2:14][O:13][CH2:12][C:11]2=[CH:15][N:16]=[CH:17][N:10]12. Given the reactants C[O:2][C:3]1[CH:8]=[CH:7][C:6]([C:9]2([CH3:18])[CH2:14][O:13][CH2:12][C:11]3=[CH:15][N:16]=[CH:17][N:10]23)=[CH:5][CH:4]=1.C[Si](I)(C)C.CO, predict the reaction product. (2) Given the reactants I(O)(=O)(=O)=O.[OH2:6].[Br:7][C:8]1[CH:9]=[C:10]([C@H:14]([NH:19][C@@H:20]([CH2:23][CH:24]([CH3:26])[CH3:25])[CH2:21][OH:22])[C:15]([F:18])([F:17])[F:16])[CH:11]=[CH:12][CH:13]=1, predict the reaction product. The product is: [Br:7][C:8]1[CH:9]=[C:10]([C@H:14]([NH:19][C@@H:20]([CH2:23][CH:24]([CH3:26])[CH3:25])[C:21]([OH:6])=[O:22])[C:15]([F:18])([F:17])[F:16])[CH:11]=[CH:12][CH:13]=1. (3) Given the reactants [N:1]1[C:6]2[NH:7][CH:8]=[CH:9][C:5]=2[CH:4]=[N:3][CH:2]=1.[F:10][C:11]1[C:16]([CH:17]=[O:18])=[C:15]([F:19])[CH:14]=[CH:13][C:12]=1[NH:20][S:21]([CH2:24][CH2:25][CH3:26])(=[O:23])=[O:22].[OH-].[K+].[Cl-].[NH4+], predict the reaction product. The product is: [F:10][C:11]1[C:16]([CH:17]([OH:18])[C:9]2[C:5]3[CH:4]=[N:3][CH:2]=[N:1][C:6]=3[NH:7][CH:8]=2)=[C:15]([F:19])[CH:14]=[CH:13][C:12]=1[NH:20][S:21]([CH2:24][CH2:25][CH3:26])(=[O:23])=[O:22]. (4) Given the reactants C([O:3][C:4](=[O:25])[CH:5]([O:22][CH2:23][CH3:24])[CH2:6][C:7]1[CH:12]=[CH:11][C:10]([C:13]([CH3:21])([CH3:20])[O:14][SiH2:15][C:16]([CH3:19])([CH3:18])[CH3:17])=[CH:9][CH:8]=1)C.C(C1C=C(CC(OCC)C(O)=O)C=CC=1O)C1C=CC=CC=1, predict the reaction product. The product is: [C:16]([SiH2:15][O:14][C:13]([CH3:20])([CH3:21])[C:10]1[CH:11]=[CH:12][C:7]([CH2:6][CH:5]([O:22][CH2:23][CH3:24])[C:4]([OH:25])=[O:3])=[CH:8][CH:9]=1)([CH3:18])([CH3:19])[CH3:17]. (5) The product is: [CH3:10][N:9]([CH3:11])[C:8]1[CH:12]=[CH:13][C:5]([PH:14](=[O:21])[C:5]2[CH:13]=[CH:12][C:8]([N:9]([CH3:11])[CH3:10])=[CH:7][CH:6]=2)=[CH:6][CH:7]=1. Given the reactants [Mg].II.Br[C:5]1[CH:13]=[CH:12][C:8]([N:9]([CH3:11])[CH3:10])=[CH:7][CH:6]=1.[P:14]([O-:21])(OCC)OCC.Cl, predict the reaction product.